Dataset: Reaction yield outcomes from USPTO patents with 853,638 reactions. Task: Predict the reaction yield, written as a fraction of the theoretical maximum amount of product (1.0 means a 100% yield; for example, 0.34 means a 34% yield). (1) The reactants are [C:1]([C:5]1[N:10]=[C:9]([N:11]2[CH2:16][CH2:15][N:14]([CH2:17][CH2:18][CH2:19][CH2:20][NH2:21])[CH2:13][CH2:12]2)[CH:8]=[C:7]([C:22]([F:25])([F:24])[F:23])[N:6]=1)([CH3:4])([CH3:3])[CH3:2].C1N=CN([C:31](N2C=NC=C2)=[O:32])C=1.[C:38]([C:40]1[CH:41]=[C:42]([N:50]2[CH2:55][CH2:54][NH:53][CH2:52][CH2:51]2)[CH:43]=[C:44]([C:46]([F:49])([F:48])[F:47])[CH:45]=1)#[N:39]. The catalyst is C(Cl)(Cl)Cl.CO. The product is [C:1]([C:5]1[N:10]=[C:9]([N:11]2[CH2:16][CH2:15][N:14]([CH2:17][CH2:18][CH2:19][CH2:20][NH:21][C:31]([N:53]3[CH2:54][CH2:55][N:50]([C:42]4[CH:43]=[C:44]([C:46]([F:48])([F:49])[F:47])[CH:45]=[C:40]([C:38]#[N:39])[CH:41]=4)[CH2:51][CH2:52]3)=[O:32])[CH2:13][CH2:12]2)[CH:8]=[C:7]([C:22]([F:24])([F:25])[F:23])[N:6]=1)([CH3:4])([CH3:2])[CH3:3]. The yield is 0.290. (2) The reactants are C(Cl)(=O)C(Cl)=O.[Br:7][C:8]1[CH:9]=[N:10][CH:11]=[C:12]([CH:16]=1)[C:13]([OH:15])=O.[F:17][C:18]1[CH:19]=[C:20]([CH:22]=[C:23]([F:25])[CH:24]=1)[NH2:21].C(N(CC)CC)C. The catalyst is C(Cl)Cl.C(O)(=O)C.CN(C=O)C. The product is [Br:7][C:8]1[CH:9]=[N:10][CH:11]=[C:12]([CH:16]=1)[C:13]([NH:21][C:20]1[CH:19]=[C:18]([F:17])[CH:24]=[C:23]([F:25])[CH:22]=1)=[O:15]. The yield is 0.930.